Dataset: Catalyst prediction with 721,799 reactions and 888 catalyst types from USPTO. Task: Predict which catalyst facilitates the given reaction. (1) Reactant: [Cl:1][C:2]1[C:11]2[CH2:10][N:9]([C@H:12]([CH:20]([CH3:22])[CH3:21])[C:13]([O:15]C(C)(C)C)=[O:14])[C:8](=[O:23])[C:7]3=[CH:24][N:25](S(C4C=CC(C)=CC=4)(=O)=O)[C:5]([C:6]=23)=[N:4][CH:3]=1.CCO.[OH-].[Na+]. Product: [Cl:1][C:2]1[C:11]2[CH2:10][N:9]([C@H:12]([CH:20]([CH3:21])[CH3:22])[C:13]([OH:15])=[O:14])[C:8](=[O:23])[C:7]3=[CH:24][NH:25][C:5]([C:6]=23)=[N:4][CH:3]=1. The catalyst class is: 2. (2) Reactant: [OH:1][C@H:2]([CH2:8][C:9](=[O:11])[O-:10])[CH2:3][N+:4]([CH3:7])([CH3:6])[CH3:5].[C:12]([O:15][C:16]1[C:17](=[CH:21][CH:22]=[CH:23][CH:24]=1)[C:18]([OH:20])=[O:19])(=[O:14])[CH3:13]. Product: [C:12]([O:15][C:16]1[C:17](=[CH:21][CH:22]=[CH:23][CH:24]=1)[C:18]([OH:20])=[O:19])(=[O:14])[CH3:13].[OH:1][C@H:2]([CH2:8][C:9](=[O:10])[O-:11])[CH2:3][N+:4]([CH3:7])([CH3:5])[CH3:6]. The catalyst class is: 8. (3) Reactant: Cl.[F:2][CH:3]([F:10])[CH:4]1[CH2:8][NH:7][CH2:6][CH:5]1[OH:9].C(N(CC)CC)C.[CH:18]1([C:21](Cl)=[O:22])[CH2:20][CH2:19]1.CO. Product: [CH:18]1([C:21]([N:7]2[CH2:6][C@@H:5]([OH:9])[C@H:4]([CH:3]([F:10])[F:2])[CH2:8]2)=[O:22])[CH2:20][CH2:19]1. The catalyst class is: 2. (4) Reactant: [Br:1][C:2]1[CH:3]=[C:4]([CH:22]=[C:23]([Br:25])[CH:24]=1)[CH2:5][C:6]1([C:18]([O:20][CH3:21])=[O:19])[CH2:10][CH2:9][CH2:8][N:7]1C(OC(C)(C)C)=O.CO.Cl. Product: [Br:25][C:23]1[CH:22]=[C:4]([CH:3]=[C:2]([Br:1])[CH:24]=1)[CH2:5][C:6]1([C:18]([O:20][CH3:21])=[O:19])[CH2:10][CH2:9][CH2:8][NH:7]1. The catalyst class is: 5. (5) Reactant: [N:1]1([C@:4]23[CH2:40][CH2:39][C@@H:38]([C:41]([CH3:43])=[CH2:42])[C@@H:5]2[C@@H:6]2[C@@:19]([CH3:22])([CH2:20][CH2:21]3)[C@@:18]3([CH3:23])[C@@H:9]([C@:10]4([CH3:37])[C@@H:15]([CH2:16][CH2:17]3)[C:14]([CH3:25])([CH3:24])[C:13]([C:26]3[CH2:31][CH2:30][CH:29]([C:32]([O:34][CH2:35][CH3:36])=[O:33])[CH2:28][CH:27]=3)=[CH:12][CH2:11]4)[CH2:8][CH2:7]2)[CH2:3][CH2:2]1.CCN(C(C)C)C(C)C.[NH:53]1[CH2:58][CH2:57][O:56][CH2:55][CH2:54]1. Product: [CH3:22][C@:19]12[C@@:18]3([CH3:23])[C@@H:9]([C@:10]4([CH3:37])[C@@H:15]([CH2:16][CH2:17]3)[C:14]([CH3:24])([CH3:25])[C:13]([C:26]3[CH2:31][CH2:30][CH:29]([C:32]([O:34][CH2:35][CH3:36])=[O:33])[CH2:28][CH:27]=3)=[CH:12][CH2:11]4)[CH2:8][CH2:7][C@@H:6]1[C@H:5]1[C@H:38]([C:41]([CH3:43])=[CH2:42])[CH2:39][CH2:40][C@:4]1([NH:1][CH2:2][CH2:3][N:53]1[CH2:58][CH2:57][O:56][CH2:55][CH2:54]1)[CH2:21][CH2:20]2. The catalyst class is: 12.